This data is from Full USPTO retrosynthesis dataset with 1.9M reactions from patents (1976-2016). The task is: Predict the reactants needed to synthesize the given product. (1) Given the product [ClH:18].[ClH:18].[CH3:1][CH:2]([N:4]1[CH2:10][CH2:9][CH2:8][NH:7][CH2:6][CH2:5]1)[CH3:3], predict the reactants needed to synthesize it. The reactants are: [CH3:1][CH:2]([N:4]1[CH2:10][CH2:9][CH2:8][N:7](C(OC(C)(C)C)=O)[CH2:6][CH2:5]1)[CH3:3].[ClH:18]. (2) The reactants are: ClCCl.C(O)(=O)C.C(OC([N:15]1[CH2:20][CH2:19][CH2:18][C@H:17]([O:21][C:22]2[CH:23]=[C:24]3[C:29](=[CH:30][CH:31]=2)[C:28](=[O:32])[NH:27][CH:26]=[C:25]3[Br:33])[CH2:16]1)=O)(C)(C)C. Given the product [Br:33][C:25]1[C:24]2[C:29](=[CH:30][CH:31]=[C:22]([O:21][C@H:17]3[CH2:18][CH2:19][CH2:20][NH:15][CH2:16]3)[CH:23]=2)[C:28](=[O:32])[NH:27][CH:26]=1, predict the reactants needed to synthesize it. (3) Given the product [CH3:17][O:18][C:19](=[O:26])[C@H:20]([C@H:22]([CH2:24][CH3:25])[CH3:23])[NH:21][C:13](=[O:15])[C@H:11]([CH3:12])[NH:10][C:8](=[O:9])[CH2:7][C:1]1[CH:2]=[CH:3][CH:4]=[CH:5][CH:6]=1, predict the reactants needed to synthesize it. The reactants are: [C:1]1([CH2:7][C:8]([NH:10][C@H:11]([C:13]([OH:15])=O)[CH3:12])=[O:9])[CH:6]=[CH:5][CH:4]=[CH:3][CH:2]=1.Cl.[CH3:17][O:18][C:19](=[O:26])[C@H:20]([C@H:22]([CH2:24][CH3:25])[CH3:23])[NH2:21]. (4) Given the product [Br:1][C:2]1[C:7]([O:8][CH3:9])=[CH:6][C:5]([C:10]2[O:11][C:12]([C:20](=[O:36])[CH:21]([O:34][CH3:35])[C:22]3[CH:27]=[CH:26][C:25]([C:28]4[O:29][C:30]([CH3:33])=[CH:31][CH:32]=4)=[CH:24][CH:23]=3)=[CH:13][CH:14]=2)=[CH:4][C:3]=1[O:15][CH3:16], predict the reactants needed to synthesize it. The reactants are: [Br:1][C:2]1[C:7]([O:8][CH3:9])=[CH:6][C:5]([C:10]2[O:11][CH:12]=[CH:13][CH:14]=2)=[CH:4][C:3]=1[O:15][CH3:16].CON(C)[C:20](=[O:36])[CH:21]([O:34][CH3:35])[C:22]1[CH:27]=[CH:26][C:25]([C:28]2[O:29][C:30]([CH3:33])=[CH:31][CH:32]=2)=[CH:24][CH:23]=1. (5) Given the product [CH3:31][C:30]1[CH:29]=[C:28]([S:32]([C:35]([F:38])([F:36])[F:37])(=[O:34])=[O:33])[CH:27]=[CH:26][C:25]=1[B:15]1[O:16][C:17]([CH3:22])([CH3:23])[C:18]([CH3:20])([CH3:21])[O:19]1, predict the reactants needed to synthesize it. The reactants are: C([O-])(=O)C.[K+].[B:15]1([B:15]2[O:19][C:18]([CH3:21])([CH3:20])[C:17]([CH3:23])([CH3:22])[O:16]2)[O:19][C:18]([CH3:21])([CH3:20])[C:17]([CH3:23])([CH3:22])[O:16]1.Br[C:25]1[C:30]([CH3:31])=[CH:29][C:28]([S:32]([C:35]([F:38])([F:37])[F:36])(=[O:34])=[O:33])=[CH:27][CH:26]=1. (6) Given the product [C:1]([O:5][C:6](=[O:23])[NH:7][C:8]1[CH:13]=[CH:12][C:11]([CH2:14][CH2:15][CH2:16][CH2:17][F:30])=[C:10]([C:19]([F:22])([F:21])[F:20])[CH:9]=1)([CH3:4])([CH3:3])[CH3:2], predict the reactants needed to synthesize it. The reactants are: [C:1]([O:5][C:6](=[O:23])[NH:7][C:8]1[CH:13]=[CH:12][C:11]([CH2:14][CH2:15][CH2:16][CH2:17]O)=[C:10]([C:19]([F:22])([F:21])[F:20])[CH:9]=1)([CH3:4])([CH3:3])[CH3:2].CCN(S(F)(F)[F:30])CC.